Dataset: HIV replication inhibition screening data with 41,000+ compounds from the AIDS Antiviral Screen. Task: Binary Classification. Given a drug SMILES string, predict its activity (active/inactive) in a high-throughput screening assay against a specified biological target. (1) The drug is COC(=O)CC(O)(CCC(C)(C)O)C(=O)OC1C(OC)=CC23CCCN2CCc2cc4c(cc2C13)OCO4. The result is 0 (inactive). (2) The drug is COc1cccc([B-]23OCC[N+]2(CNC(=O)C2=C(O)C(N(C)C)C4CC5C(=C(O)C4(O)C2=O)C(=O)c2c(O)cccc2C5(C)O)CCO3)c1. The result is 0 (inactive). (3) The result is 0 (inactive). The drug is COc1cc2c3c(c1OC)C1(C=CC(=O)C=C1)CC3N(C(C)=O)CC2. (4) The drug is O=C(CCCN1CCC2(CC1)CC(=O)N(N1CCOCC1)C2=O)c1ccc(F)cc1. The result is 0 (inactive). (5) The molecule is CN(C)c1nncc2[nH]cnc12. The result is 0 (inactive). (6) The drug is CCCCCCc1cc(C(=O)Nc2cccc(C(F)(F)F)c2)nc(N)n1. The result is 0 (inactive). (7) The molecule is CN(C)CCCNC(=O)c1cc(NC(=O)c2cc(NC(=O)c3cc(NC(=O)c4cncc(C(=O)Nc5cc(C(=O)Nc6cc(C(=O)Nc7cc(C(=O)NCCCN(C)C)n(C)c7)n(C)c6)n(C)c5)c4)cn3C)cn2C)cn1C. The result is 0 (inactive). (8) The molecule is COc1cc2c(cc1OCCCN1C(=O)c3cccc4cccc(c34)C1=O)N=CC1CCCN1C2=O. The result is 1 (active). (9) The drug is Cc1cc(S(=O)(=O)Nc2nc(=N)n(-c3ccccn3)[nH]2)c(S)cc1Cl. The result is 1 (active).